Regression. Given a peptide amino acid sequence and an MHC pseudo amino acid sequence, predict their binding affinity value. This is MHC class I binding data. From a dataset of Peptide-MHC class I binding affinity with 185,985 pairs from IEDB/IMGT. (1) The peptide sequence is VTENKKIQY. The MHC is HLA-A02:03 with pseudo-sequence HLA-A02:03. The binding affinity (normalized) is 0.0847. (2) The peptide sequence is YVDRFYKTL. The MHC is HLA-B08:01 with pseudo-sequence HLA-B08:01. The binding affinity (normalized) is 0.467. (3) The peptide sequence is LTEIASLPTY. The MHC is HLA-A30:01 with pseudo-sequence HLA-A30:01. The binding affinity (normalized) is 0.155. (4) The peptide sequence is AVEDFLAFF. The MHC is HLA-A80:01 with pseudo-sequence HLA-A80:01. The binding affinity (normalized) is 0.0847. (5) The peptide sequence is APIEHIASM. The MHC is HLA-A03:01 with pseudo-sequence HLA-A03:01. The binding affinity (normalized) is 0.0847. (6) The peptide sequence is SNSEDLLKAV. The MHC is HLA-A02:02 with pseudo-sequence HLA-A02:02. The binding affinity (normalized) is 0.0957. (7) The peptide sequence is KHNSAESAK. The binding affinity (normalized) is 0.0847. The MHC is HLA-B15:01 with pseudo-sequence HLA-B15:01.